The task is: Regression. Given a peptide amino acid sequence and an MHC pseudo amino acid sequence, predict their binding affinity value. This is MHC class I binding data.. This data is from Peptide-MHC class I binding affinity with 185,985 pairs from IEDB/IMGT. (1) The peptide sequence is FASADNHPKM. The MHC is HLA-A02:06 with pseudo-sequence HLA-A02:06. The binding affinity (normalized) is 0. (2) The peptide sequence is RLFTKVKPLL. The MHC is HLA-A68:02 with pseudo-sequence HLA-A68:02. The binding affinity (normalized) is 0.120. (3) The peptide sequence is DIVKGLSGY. The MHC is HLA-A31:01 with pseudo-sequence HLA-A31:01. The binding affinity (normalized) is 0.0847. (4) The peptide sequence is RLLIWAYLSK. The MHC is HLA-A68:02 with pseudo-sequence HLA-A68:02. The binding affinity (normalized) is 0.0192. (5) The peptide sequence is VYRGTTTYKL. The MHC is HLA-A26:01 with pseudo-sequence HLA-A26:01. The binding affinity (normalized) is 0.361. (6) The peptide sequence is GQRVYSWVY. The MHC is HLA-A31:01 with pseudo-sequence HLA-A31:01. The binding affinity (normalized) is 0.0847. (7) The peptide sequence is CPTLKKGFL. The MHC is HLA-A02:11 with pseudo-sequence HLA-A02:11. The binding affinity (normalized) is 0.0847.